From a dataset of Forward reaction prediction with 1.9M reactions from USPTO patents (1976-2016). Predict the product of the given reaction. (1) Given the reactants [F:1][C:2]1[CH:3]=[C:4]([CH:29]=[C:30]([N:32]2[CH2:37][CH2:36][CH2:35][CH2:34][CH2:33]2)[CH:31]=1)[C:5]([NH:7][C:8]1[C:17]2[C:12](=[CH:13][CH:14]=[CH:15][CH:16]=2)[C:11]([O:18][C:19]2[CH:24]=[CH:23][N:22]=[C:21](S(C)(=O)=O)[N:20]=2)=[CH:10][CH:9]=1)=[O:6].[NH:38]1[CH2:43][CH2:42][CH:41]([CH2:44][OH:45])[CH2:40][CH2:39]1, predict the reaction product. The product is: [F:1][C:2]1[CH:3]=[C:4]([CH:29]=[C:30]([N:32]2[CH2:37][CH2:36][CH2:35][CH2:34][CH2:33]2)[CH:31]=1)[C:5]([NH:7][C:8]1[C:17]2[C:12](=[CH:13][CH:14]=[CH:15][CH:16]=2)[C:11]([O:18][C:19]2[CH:24]=[CH:23][N:22]=[C:21]([N:38]3[CH2:43][CH2:42][CH:41]([CH2:44][OH:45])[CH2:40][CH2:39]3)[N:20]=2)=[CH:10][CH:9]=1)=[O:6]. (2) The product is: [NH:19]1[C:20]2[C:25](=[CH:24][CH:23]=[CH:22][CH:21]=2)[CH2:26][CH:18]1[C:13]1[N:14]([CH3:17])[C:15](=[O:16])[C:10]([O:9][C:1](=[O:8])[C:2]2[CH:3]=[CH:4][CH:5]=[CH:6][CH:7]=2)=[C:11]([C:37]([O:39][CH3:40])=[O:38])[N:12]=1. Given the reactants [C:1]([O:9][C:10]1[C:15](=[O:16])[N:14]([CH3:17])[C:13]([CH:18]2[CH2:26][C:25]3[C:20](=[CH:21][CH:22]=[CH:23][CH:24]=3)[N:19]2C(OCC2C=CC=CC=2)=O)=[N:12][C:11]=1[C:37]([O:39][CH3:40])=[O:38])(=[O:8])[C:2]1[CH:7]=[CH:6][CH:5]=[CH:4][CH:3]=1, predict the reaction product. (3) Given the reactants [CH3:1][C:2]1[CH:12]=[CH:11][C:5]([CH:6]=[CH:7][C:8]([OH:10])=O)=[CH:4][CH:3]=1.CCN=C=NCCCN(C)C.Cl.[NH2:25][C@H:26]1[C@H:31]([O:32][CH3:33])[O:30][C@H:29]([CH2:34][OH:35])[C@@H:28]([OH:36])[C@@H:27]1[OH:37], predict the reaction product. The product is: [OH:37][C@H:27]1[C@H:28]([OH:36])[C@@H:29]([CH2:34][OH:35])[O:30][C@@H:31]([O:32][CH3:33])[C@@H:26]1[NH:25][C:8](=[O:10])/[CH:7]=[CH:6]/[C:5]1[CH:4]=[CH:3][C:2]([CH3:1])=[CH:12][CH:11]=1. (4) The product is: [NH2:1][C:4]1[CH:9]=[CH:8][C:7]([C:10]2[CH:15]=[CH:14][C:13]([S:16]([N:19]([CH3:29])[C@H:20]([C:24]([O:26][CH3:27])=[O:25])[CH:21]([CH3:23])[CH3:22])(=[O:18])=[O:17])=[CH:12][CH:11]=2)=[CH:6][CH:5]=1. Given the reactants [N+:1]([C:4]1[CH:9]=[CH:8][C:7]([C:10]2[CH:15]=[CH:14][C:13]([S:16]([NH:19][C@H:20]([C:24]([O:26][CH3:27])=[O:25])[CH:21]([CH3:23])[CH3:22])(=[O:18])=[O:17])=[CH:12][CH:11]=2)=[CH:6][CH:5]=1)([O-])=O.Cl.[CH2:29](O)C, predict the reaction product. (5) Given the reactants [Br:1][C:2]1[CH:3]=[C:4]2[C:9](=[CH:10][CH:11]=1)[NH:8][C:7](=O)[CH:6]=[C:5]2[C:13]1[CH:18]=[CH:17][CH:16]=[C:15]([Cl:19])[CH:14]=1.P(Cl)(Cl)([Cl:22])=O, predict the reaction product. The product is: [Br:1][C:2]1[CH:3]=[C:4]2[C:9](=[CH:10][CH:11]=1)[N:8]=[C:7]([Cl:22])[CH:6]=[C:5]2[C:13]1[CH:18]=[CH:17][CH:16]=[C:15]([Cl:19])[CH:14]=1. (6) Given the reactants [Cl:1][C:2]([Cl:7])([Cl:6])[C:3](Cl)=[O:4].O[NH:9][C:10](=[NH:18])[CH2:11][C:12]1[CH:17]=[CH:16][CH:15]=[CH:14][CH:13]=1.N1C=CC=CC=1, predict the reaction product. The product is: [CH2:11]([C:10]1[N:18]=[C:3]([C:2]([Cl:7])([Cl:6])[Cl:1])[O:4][N:9]=1)[C:12]1[CH:17]=[CH:16][CH:15]=[CH:14][CH:13]=1.